From a dataset of Experimentally validated miRNA-target interactions with 360,000+ pairs, plus equal number of negative samples. Binary Classification. Given a miRNA mature sequence and a target amino acid sequence, predict their likelihood of interaction. (1) The protein sequence of the target gene is MHLEGRDGRRYPGAPAVELLQTSVPSGLAELVAGKRRLPRGAGGADPSHSCPRGAAGQSSWAPAGQEFASFLTKGRSHSSLPQMSSSRSKDSCFTENTPLLRNSLQEKGSRCIPVYHPEFITAEESWEDSSADWERRYLLSREVSGLSASASSEKGDLLDSPHIRLRLSKLRRCVQWLKVMGLFAFVVLCSILFSLYPDQGKLWQLLALSPLENYSVNLSSHVDSTLLQVDLAGALVASGPSRPGREEHIVVELTQADALGSRWRRPQQVTHNWTVYLNPRRSEHSVMSRTFEVLTRETV.... The miRNA is mmu-miR-6951-3p with sequence CUUUUUUCUUCACAAAUACAG. Result: 0 (no interaction). (2) The miRNA is mmu-miR-362-3p with sequence AACACACCUGUUCAAGGAUUCA. The protein sequence of the target gene is MAPKKKTIKKNKAEINEMTIIVEDSPLSKLNALNGLLEGSNSLSCVSSELTDTSYGPNLLEGLSKMRQESFLCDLVIGTKTKSFDVHKSVMASCSEYFYNILKNDPSTKRVDLNDIAPLGLATVIAYAYTGKLTLSLYTIGSIISAAVYLQIHTLVKMCSDFLIREISVENCMYVVNIAETYSLKNAKATAQKFIRDNFIEFAESEQFMKLTFEQINELLVDDDLQLPSELVAFQIAMKWLEFDQKRVKHAADLLSNIRFGTISAQDLVNYVQTVPRMMQDADCHKLLVDAMNYHLLPYH.... Result: 1 (interaction). (3) The miRNA is hsa-miR-1269b with sequence CUGGACUGAGCCAUGCUACUGG. The protein sequence of the target gene is MYMQVETRTSTRLHLKRAPGIRSWSLLVGILSTGLAAAYYSGDSLGWKLFYVTGCLFVAVQNLEDWEEAIFNKNTGKVILKTFSLYKKLLTLLRAGHDQVVVLLKDIQDVNVEEEKVRYFGKGYMVVLRFATGFSHPLTQSAVMGRRSDVEAIAKLITSFLELHRLESPSERSQSSDSEPDGPGGQS. Result: 0 (no interaction). (4) The miRNA is hsa-miR-6853-5p with sequence AGCGUGGGAUGUCCAUGAAGUCAG. The protein sequence of the target gene is MQGLNHTSVSEFILVGFSAFPHLQLMLFLLFLLMYLFTLLGNLLIMATVWSERSLHMPMYLFLCALSITEILYTVAIIPRMLADLLSTQRSIAFLACASQMFFSFSFGFTHSFLLTVMGYDRYVAICHPLRYNVLMSLRGCTCRVGCSWAGGLVMGMVVTSAIFHLAFCGHKEIHHFFCHVPPLLKLACGDDVLVVAKGVGLVCITALLGCFLLILLSYAFIVAAILKIPSAEGRNKAFSTCASHLTVVVVHYGFASVIYLKPKGPQSPEGDTLMGITYTVLTPFLSPIIFSLRNKELKV.... Result: 0 (no interaction). (5) The miRNA is hsa-miR-19a-3p with sequence UGUGCAAAUCUAUGCAAAACUGA. The protein sequence of the target gene is MHPAAFPLPVVVAAVLWGAAPTRGLIRATSDHNASMDFADLPALFGATLSQEGLQGFLVEAHPDNACSPIAPPPPAPVNGSVFIALLRRFDCNFDLKVLNAQKAGYGAAVVHNVNSNELLNMVWNSEEIQQQIWIPSVFIGERSSEYLRALFVYEKGARVLLVPDNTFPLGYYLIPFTGIVGLLVLAMGAVMIARCIQHRKRLQRNRLTKEQLKQIPTHDYQKGDQYDVCAICLDEYEDGDKLRVLPCAHAYHSRCVDPWLTQTRKTCPICKQPVHRGPGDEDQEEETQGQEEGDEGEPR.... Result: 1 (interaction). (6) The miRNA is mmu-miR-669f-3p with sequence CAUAUACAUACACACACACGUAU. The protein sequence of the target gene is MDRSREAEMELRRGPSPPRAGRSHEVDGDKAACHSCCICGKSFPFQSSLSQHMRKHTGEKPYKCPYCDHRASQKGNLKIHIRSHRTGTLIQGHEPEAGEAQLGEMRVSEGLDGCASPTKSTSACNRVLNGAVPMDGSKILLRSSRKEVEGAASAQEDTEATVPCSFCKSRFERKKDLELHVHQAHKPFKCRLCSYVTLREESLLSHIERDHITAQVPNGSEACVENGKPELSPGEFPCEVCGQAFSQTWFLKAHMKKHRGSFDHGCHICGRRFKEPWFLKNHMKAHGPKAGSKNRPKSEL.... Result: 1 (interaction). (7) The miRNA is cel-miR-356a with sequence UUGAGCAACGCGAACAAAUCA. The protein sequence of the target gene is MAHLGPTPPPHSLNYKSEDRLSEQDWPAYFKVPCCGVDTSQIESEEAEVDVRERETQRDREPKRARDLTLRDSCTDNSMQFGTRTTTAEPGFMGTWQNADTNLLFRMSQQAIRCTLVNCTCECFQPGKINLRTCDQCKHGWVAHALDKLSTQHLYHPTQVEIVQSNVVFDISSLMLYGTQAVPVRLKILLDRLFSVLKQEEVLHILHGLGWTLRDYVRGYILQDAAGKVLDRWAIMSREEEIITLQQFLRFGETKSIVELMAIQEKEGQAVAVPSSKTDSDIRTFIESNNRTRSPSLLAH.... Result: 0 (no interaction). (8) The miRNA is hsa-miR-628-5p with sequence AUGCUGACAUAUUUACUAGAGG. The protein sequence of the target gene is MESGPKMLAPVCLVENNNEQLLVNQQAIQILEKISQPVVVVAIVGLYRTGKSYLMNHLAGQNHGFPLGSTVQSETKGIWMWCVPHPSKPNHTLVLLDTEGLGDVEKGDPKNDSWIFALAVLLCSTFVYNSMSTINHQALEQLHYVTELTELIKAKSSPRPDGVEDSTEFVSFFPDFLWTVRDFTLELKLNGHPITEDEYLENALKLIQGNNPRVQTSNFPRECIRRFFPKRKCFVFDRPTNDKDLLANIEKVSEKQLDPKFQEQTNIFCSYIFTHARTKTLREGITVTGNRLGTLAVTYV.... Result: 1 (interaction). (9) The miRNA is hsa-miR-3667-3p with sequence ACCUUCCUCUCCAUGGGUCUUU. The protein sequence of the target gene is MLSLLVWILTLSDTFSQGTQTRFSQEPADQTVVAGQRAVLPCVLLNYSGIVQWTKDGLALGMGQGLKAWPRYRVVGSADAGQYNLEITDAELSDDASYECQATEAALRSRRAKLTVLIPPEDTRIDGGPVILLQAGTPHNLTCRAFNAKPAATIIWFRDGTQQEGAVASTELLKDGKRETTVSQLLINPTDLDIGRVFTCRSMNEAIPSGKETSIELDVHHPPTVTLSIEPQTVQEGERVVFTCQATANPEILGYRWAKGGFLIEDAHESRYETNVDYSFFTEPVSCEVHNKVGSTNVST.... Result: 1 (interaction). (10) The miRNA is mmu-miR-181b-1-3p with sequence CUCACUGAACAAUGAAUGCAA. The protein sequence of the target gene is MEVAEPSSPTEEEEEEEEHSAEPRPRTRSNPEGAEDRAVGAQASVGSRSEGEGEAASADDGSLNTSGAGPKSWQVPPPAPEVQIRTPRVNCPEKVIICLDLSEEMSLPKLESFNGSKTNALNVSQKMIEMFVRTKHKIDKSHEFALVVVNDDTAWLSGLTSDPRELCSCLYDLETASCSTFNLEGLFSLIQQKTELPVTENVQTIPPPYVVRTILVYSRPPCQPQFSLTEPMKKMFQCPYFFFDVVYIHNGTEEKEEEMSWKDMFAFMGSLDTKGTSYKYEVALAGPALELHNCMAKLLA.... Result: 0 (no interaction).